Task: Predict the reaction yield, written as a fraction of the theoretical maximum amount of product (1.0 means a 100% yield; for example, 0.34 means a 34% yield).. Dataset: Reaction yield outcomes from USPTO patents with 853,638 reactions (1) The reactants are Br[C:2]1[CH:8]=[C:7]([N+:9]([O-:11])=[O:10])[C:5]([NH2:6])=[C:4]([CH:12]2[CH2:16][CH2:15][CH2:14][O:13]2)[C:3]=1[F:17].C([O-])(O)=O.[Na+].CC1(C)C(C)(C)OB([C:31]2[CH:32]=[N:33][C:34]([C:37]([OH:40])([CH3:39])[CH3:38])=[N:35][CH:36]=2)O1. The catalyst is O1CCOCC1.CCOC(C)=O.C(Cl)Cl.ClCCl.Cl[Pd]Cl.C1(P(C2C=CC=CC=2)[C-]2C=CC=C2)C=CC=CC=1.[C-]1(P(C2C=CC=CC=2)C2C=CC=CC=2)C=CC=C1.[Fe+2]. The product is [NH2:6][C:5]1[C:7]([N+:9]([O-:11])=[O:10])=[CH:8][C:2]([C:31]2[CH:32]=[N:33][C:34]([C:37]([OH:40])([CH3:39])[CH3:38])=[N:35][CH:36]=2)=[C:3]([F:17])[C:4]=1[CH:12]1[CH2:16][CH2:15][CH2:14][O:13]1. The yield is 0.558. (2) The reactants are [NH2:1][C:2]1[CH:3]=[N:4][CH:5]=[CH:6][C:7]=1[N:8]1[CH2:13][CH2:12][CH2:11][C@H:10]([NH:14][C:15](=[O:21])[O:16][C:17]([CH3:20])([CH3:19])[CH3:18])[CH2:9]1.[NH2:22][C:23]1[C:24]([C:30](O)=[O:31])=[N:25][C:26]([Br:29])=[CH:27][CH:28]=1. No catalyst specified. The product is [NH2:22][C:23]1[C:24]([C:30]([NH:1][C:2]2[CH:3]=[N:4][CH:5]=[CH:6][C:7]=2[N:8]2[CH2:13][CH2:12][CH2:11][C@H:10]([NH:14][C:15](=[O:21])[O:16][C:17]([CH3:18])([CH3:20])[CH3:19])[CH2:9]2)=[O:31])=[N:25][C:26]([Br:29])=[CH:27][CH:28]=1. The yield is 0.450. (3) The reactants are [OH:1][CH2:2][C:3]1([C:16]([O:18][CH3:19])=[O:17])[O:8][CH2:7][CH2:6][N:5]([C:9]([O:11][C:12]([CH3:15])([CH3:14])[CH3:13])=[O:10])[CH2:4]1.[C:20]1([CH3:30])[CH:25]=[CH:24][C:23]([S:26](Cl)(=[O:28])=[O:27])=[CH:22][CH:21]=1.O. The catalyst is N1C=CC=CC=1. The product is [S:26]([O:1][CH2:2][C:3]1([C:16]([O:18][CH3:19])=[O:17])[O:8][CH2:7][CH2:6][N:5]([C:9]([O:11][C:12]([CH3:14])([CH3:15])[CH3:13])=[O:10])[CH2:4]1)([C:23]1[CH:24]=[CH:25][C:20]([CH3:30])=[CH:21][CH:22]=1)(=[O:28])=[O:27]. The yield is 0.800. (4) The reactants are [O:1]1[C:5]2([CH2:10][CH2:9][CH:8]([OH:11])[CH2:7][CH2:6]2)[O:4][CH2:3][CH2:2]1.Br[CH2:13][CH2:14][CH3:15].[H-].[Na+].O. The catalyst is CN1CCCC1=O. The product is [CH2:13]([O:11][CH:8]1[CH2:9][CH2:10][C:5]2([O:4][CH2:3][CH2:2][O:1]2)[CH2:6][CH2:7]1)[CH2:14][CH3:15]. The yield is 0.680.